From a dataset of Forward reaction prediction with 1.9M reactions from USPTO patents (1976-2016). Predict the product of the given reaction. (1) Given the reactants C([N:3](CC)CC)C.ClC(OCC)=O.[C:14]([N:21]1[CH2:26][CH2:25][CH2:24][CH:23]([C:27]([OH:29])=O)[CH2:22]1)([O:16][C:17]([CH3:20])([CH3:19])[CH3:18])=[O:15], predict the reaction product. The product is: [C:17]([O:16][C:14]([N:21]1[CH2:26][CH2:25][CH2:24][CH:23]([C:27](=[O:29])[NH2:3])[CH2:22]1)=[O:15])([CH3:20])([CH3:19])[CH3:18]. (2) Given the reactants [C:1]([O:5][C:6]([N:8]1[CH2:12][CH2:11][C:10](=[O:13])[CH2:9]1)=[O:7])([CH3:4])([CH3:3])[CH3:2].[Cl:14][C:15]1[CH:20]=[CH:19][C:18]([Mg]Br)=[CH:17][CH:16]=1, predict the reaction product. The product is: [C:1]([O:5][C:6]([N:8]1[CH2:12][CH2:11][C:10]([C:18]2[CH:19]=[CH:20][C:15]([Cl:14])=[CH:16][CH:17]=2)([OH:13])[CH2:9]1)=[O:7])([CH3:4])([CH3:2])[CH3:3]. (3) The product is: [C:1]([C:5]1[CH:9]=[C:8]([C:10]([OH:12])=[O:11])[N:7]([C:15]2[CH:20]=[CH:19][CH:18]=[C:17]([C:21]#[N:22])[CH:16]=2)[N:6]=1)([CH3:4])([CH3:2])[CH3:3]. Given the reactants [C:1]([C:5]1[CH:9]=[C:8]([C:10]([O:12]CC)=[O:11])[N:7]([C:15]2[CH:20]=[CH:19][CH:18]=[C:17]([C:21]#[N:22])[CH:16]=2)[N:6]=1)([CH3:4])([CH3:3])[CH3:2].O[Li].O, predict the reaction product. (4) Given the reactants [C:1]([O:5][C:6]([N:8]1[CH2:12][C@@H:11]([CH2:13][N:14]([CH:31]([CH3:33])[CH3:32])[C:15](=[O:30])[C:16]2[CH:21]=[CH:20][C:19]([O:22][CH3:23])=[C:18]([O:24][CH2:25][CH2:26][CH2:27][O:28][CH3:29])[CH:17]=2)[C@H:10]([CH:34]=O)[CH2:9]1)=[O:7])([CH3:4])([CH3:3])[CH3:2].[CH3:36][NH2:37].[BH4-].[Na+], predict the reaction product. The product is: [C:1]([O:5][C:6]([N:8]1[CH2:9][C@@H:10]([CH2:34][NH:37][CH3:36])[C@H:11]([CH2:13][N:14]([CH:31]([CH3:33])[CH3:32])[C:15](=[O:30])[C:16]2[CH:21]=[CH:20][C:19]([O:22][CH3:23])=[C:18]([O:24][CH2:25][CH2:26][CH2:27][O:28][CH3:29])[CH:17]=2)[CH2:12]1)=[O:7])([CH3:2])([CH3:3])[CH3:4]. (5) Given the reactants [C:1]([OH:10])(=O)[C:2]1[C:3](=[CH:5][CH:6]=[CH:7][CH:8]=1)[NH2:4].[CH3:11][NH2:12].[CH3:13][C:14]1[CH:21]=[C:20]([O:22]C)[CH:19]=[CH:18][C:15]=1[CH:16]=O, predict the reaction product. The product is: [OH:22][C:20]1[CH:19]=[CH:18][C:15]([C:16]2[N:12]([CH3:11])[C:1](=[O:10])[C:2]3[C:3](=[CH:5][CH:6]=[CH:7][CH:8]=3)[N:4]=2)=[C:14]([CH3:13])[CH:21]=1. (6) Given the reactants C([O:4][C:5]1[CH:6]=[C:7]2[C:12](=[CH:13][C:14]=1[CH3:15])[O:11][C:10]1([CH2:24][C:23]([CH3:26])([CH3:25])[C:22]3[C:17](=[CH:18][C:19]([CH3:28])=[C:20]([OH:27])[CH:21]=3)[O:16]1)[CH2:9][C:8]2([CH3:30])[CH3:29])C=C.CN(C)[C:33]1[CH:38]=CC=C[CH:34]=1, predict the reaction product. The product is: [OH:27][C:20]1[C:21]([CH2:38][CH:33]=[CH2:34])=[C:22]2[C:17](=[CH:18][C:19]=1[CH3:28])[O:16][C:10]1([CH2:9][C:8]([CH3:30])([CH3:29])[C:7]3[C:12](=[CH:13][C:14]([CH3:15])=[C:5]([OH:4])[CH:6]=3)[O:11]1)[CH2:24][C:23]2([CH3:26])[CH3:25]. (7) Given the reactants [NH:1]1[CH2:6][CH:5]=[CH:4][CH2:3][CH2:2]1.[F:7][C:8]1[CH:9]=[C:10]([N+:15]([O-:17])=[O:16])[CH:11]=[CH:12][C:13]=1F, predict the reaction product. The product is: [F:7][C:8]1[CH:9]=[C:10]([N+:15]([O-:17])=[O:16])[CH:11]=[CH:12][C:13]=1[N:1]1[CH2:2][CH:3]=[CH:4][CH2:5][CH2:6]1. (8) The product is: [O:26]1[CH2:3][CH:2]1[CH2:1][C:4]1([OH:17])[CH2:9][CH2:8][N:7]([C:10]([O:12][C:13]([CH3:16])([CH3:15])[CH3:14])=[O:11])[CH2:6][CH2:5]1. Given the reactants [CH2:1]([C:4]1([OH:17])[CH2:9][CH2:8][N:7]([C:10]([O:12][C:13]([CH3:16])([CH3:15])[CH3:14])=[O:11])[CH2:6][CH2:5]1)[CH:2]=[CH2:3].ClC1C=CC=C(C(OO)=[O:26])C=1.C(=O)([O-])O.[Na+].S(S([O-])=O)([O-])(=O)=O.[Na+].[Na+], predict the reaction product. (9) Given the reactants [CH2:1]([Cl:4])[CH2:2][Cl:3].[CH:5]1[CH:6]=[CH:7][C:8]2[N:13]([OH:14])[N:12]=[N:11][C:9]=2[CH:10]=1.C(N(CC)C(C)C)(C)C, predict the reaction product. The product is: [CH2:1]([Cl:4])[CH2:2][Cl:3].[CH:5]1[CH:6]=[CH:7][C:8]2[N:13]([OH:14])[N:12]=[N:11][C:9]=2[CH:10]=1.